This data is from Catalyst prediction with 721,799 reactions and 888 catalyst types from USPTO. The task is: Predict which catalyst facilitates the given reaction. (1) Reactant: [C:1]1([O:7][P:8]([CH2:17][CH2:18][NH:19][C:20]([O:22][CH:23]([C:31]2[NH:32][C:33]([S:39][C:40]3[CH:45]=[C:44]([Cl:46])[CH:43]=[C:42]([Cl:47])[CH:41]=3)=[C:34]([CH:36]([CH3:38])[CH3:37])[N:35]=2)[CH2:24][C:25]2[CH:30]=[CH:29][N:28]=[CH:27][CH:26]=2)=[O:21])(=[O:16])[O:9]C2C=CC=CC=2)[CH:6]=[CH:5][CH:4]=[CH:3][CH:2]=1.[Li+].[OH-]. Product: [C:1]1([O:7][P:8]([CH2:17][CH2:18][NH:19][C:20]([O:22][CH:23]([C:31]2[NH:32][C:33]([S:39][C:40]3[CH:41]=[C:42]([Cl:47])[CH:43]=[C:44]([Cl:46])[CH:45]=3)=[C:34]([CH:36]([CH3:38])[CH3:37])[N:35]=2)[CH2:24][C:25]2[CH:30]=[CH:29][N:28]=[CH:27][CH:26]=2)=[O:21])(=[O:9])[OH:16])[CH:2]=[CH:3][CH:4]=[CH:5][CH:6]=1. The catalyst class is: 23. (2) Product: [CH:34]([N:2]1[CH2:3][CH2:4][C:5]2[C:10](=[CH:9][CH:8]=[C:7]([N:11]3[CH2:15][C@H:14]([CH2:16][NH:17][C:18](=[O:20])[CH3:19])[O:13][C:12]3=[O:21])[CH:6]=2)[CH2:1]1)=[O:35]. The catalyst class is: 20. Reactant: [CH2:1]1[C:10]2[C:5](=[CH:6][C:7]([N:11]3[CH2:15][C@H:14]([CH2:16][NH:17][C:18](=[O:20])[CH3:19])[O:13][C:12]3=[O:21])=[CH:8][CH:9]=2)[CH2:4][CH2:3][NH:2]1.CCN=C=NCCCN(C)C.Cl.[CH:34](O)=[O:35]. (3) Reactant: [NH2:1][C:2]1[CH:3]=[C:4]([C:8]2[CH:17]=[N:16][C:15]3[C:14]([N:18]4[CH2:23][CH2:22][O:21][CH2:20][CH2:19]4)=[N:13][C:12]([C:24]4[CH:25]=[N:26][C:27]([NH:30][C:31](=[O:37])[O:32][C:33]([CH3:36])([CH3:35])[CH3:34])=[N:28][CH:29]=4)=[N:11][C:10]=3[CH:9]=2)[CH:5]=[CH:6][CH:7]=1.[CH:38]1([C:41](O)=[O:42])[CH2:40][CH2:39]1.CN(C=O)C.CN(C(ON1N=NC2C=CC=NC1=2)=[N+](C)C)C.F[P-](F)(F)(F)(F)F. Product: [CH:38]1([C:41]([NH:1][C:2]2[CH:3]=[C:4]([C:8]3[CH:17]=[N:16][C:15]4[C:14]([N:18]5[CH2:23][CH2:22][O:21][CH2:20][CH2:19]5)=[N:13][C:12]([C:24]5[CH:25]=[N:26][C:27]([NH:30][C:31](=[O:37])[O:32][C:33]([CH3:34])([CH3:36])[CH3:35])=[N:28][CH:29]=5)=[N:11][C:10]=4[CH:9]=3)[CH:5]=[CH:6][CH:7]=2)=[O:42])[CH2:40][CH2:39]1. The catalyst class is: 6. (4) Reactant: [CH3:1][C:2]1[CH:7]=[CH:6][C:5]([N+:8]([O-])=O)=[CH:4][C:3]=1[O:11][CH3:12].O.O.[Sn](Cl)Cl.C([O-])([O-])=O.[K+].[K+]. Product: [CH3:12][O:11][C:3]1[CH:4]=[C:5]([CH:6]=[CH:7][C:2]=1[CH3:1])[NH2:8]. The catalyst class is: 336.